This data is from Full USPTO retrosynthesis dataset with 1.9M reactions from patents (1976-2016). The task is: Predict the reactants needed to synthesize the given product. (1) Given the product [C:25]([C:21]1[CH:22]=[C:23]2[C:18](=[CH:19][CH:20]=1)[NH:17][C:16]([C:14]1[CH:15]=[C:10]([CH:4]([CH2:5][C:6]([OH:8])=[O:7])[C:3]([OH:47])=[O:2])[CH:11]=[C:12]([C:38]3[CH:43]=[CH:42][CH:41]=[C:40]([N+:44]([O-:46])=[O:45])[CH:39]=3)[C:13]=1[O:31][CH2:32][O:33][CH2:34][CH2:35][O:36][CH3:37])=[CH:24]2)#[N:26], predict the reactants needed to synthesize it. The reactants are: C[O:2][C:3](=[O:47])[CH:4]([C:10]1[CH:11]=[C:12]([C:38]2[CH:43]=[CH:42][CH:41]=[C:40]([N+:44]([O-:46])=[O:45])[CH:39]=2)[C:13]([O:31][CH2:32][O:33][CH2:34][CH2:35][O:36][CH3:37])=[C:14]([C:16]2[N:17](S(C)(=O)=O)[C:18]3[C:23]([CH:24]=2)=[CH:22][C:21]([C:25]#[N:26])=[CH:20][CH:19]=3)[CH:15]=1)[CH2:5][C:6]([O:8]C)=[O:7].[OH-].[Na+].C(O)(=O)CC(CC(O)=O)(C(O)=O)O. (2) Given the product [N+:14]([C:17]1[CH:24]=[CH:23][C:20]([CH2:21][NH:4][CH2:3][CH2:1][OH:2])=[CH:19][CH:18]=1)([O-:16])=[O:15], predict the reactants needed to synthesize it. The reactants are: [CH2:1]([CH2:3][NH2:4])[OH:2].CCN(C(C)C)C(C)C.[N+:14]([C:17]1[CH:24]=[CH:23][C:20]([CH2:21]Br)=[CH:19][CH:18]=1)([O-:16])=[O:15]. (3) Given the product [F:1][C:2]1[C:7]([CH2:8][OH:9])=[CH:6][CH:5]=[CH:4][C:3]=1[C:10]1[CH:11]=[N:12][C:13]([N:16]2[CH2:17][CH2:18][CH:19]([C:22]([OH:24])=[O:23])[CH2:20][CH2:21]2)=[N:14][CH:15]=1, predict the reactants needed to synthesize it. The reactants are: [F:1][C:2]1[C:7]([CH2:8][OH:9])=[CH:6][CH:5]=[CH:4][C:3]=1[C:10]1[CH:11]=[N:12][C:13]([N:16]2[CH2:21][CH2:20][CH:19]([C:22]([O-:24])=[O:23])[CH2:18][CH2:17]2)=[N:14][CH:15]=1.C1COCC1.[OH-].[Na+]. (4) Given the product [CH3:20][C:19]1[CH:18]=[CH:17][C:16]([S:12]([OH:15])(=[O:14])=[O:13])=[CH:22][CH:21]=1.[NH2:23][C@@H:24]([CH:33]1[CH2:38][CH2:37][CH2:36][CH2:35][CH2:34]1)[C:25]([O:27][CH:28]1[CH2:32][CH2:31][CH2:30][CH2:29]1)=[O:26], predict the reactants needed to synthesize it. The reactants are: N[C@@H](C1CCCCC1)C(O)=O.[S:12]([C:16]1[CH:22]=[CH:21][C:19]([CH3:20])=[CH:18][CH:17]=1)([OH:15])(=[O:14])=[O:13].[NH2:23][C@@H:24]([C:33]1[CH:38]=[CH:37][CH:36]=[CH:35][CH:34]=1)[C:25]([O:27][CH:28]1[CH2:32][CH2:31][CH2:30][CH2:29]1)=[O:26]. (5) Given the product [CH3:21][C:22]1[CH:27]=[CH:26][C:25]([CH2:10][C:11]2[O:15][N:14]=[C:13]([C:16]([O:18][CH2:19][CH3:20])=[O:17])[CH:12]=2)=[CH:24][CH:23]=1, predict the reactants needed to synthesize it. The reactants are: C(OP(O[CH2:10][C:11]1[O:15][N:14]=[C:13]([C:16]([O:18][CH2:19][CH3:20])=[O:17])[CH:12]=1)(OCC)=O)C.[CH3:21][C:22]1[CH:27]=[CH:26][C:25](B(O)O)=[CH:24][CH:23]=1.C(=O)([O-])[O-].[K+].[K+].C1(P(C2C=CC=CC=2)C2C=CC=CC=2)C=CC=CC=1. (6) Given the product [Cl:25][C:26]1[CH:27]=[CH:28][C:29]([S:32][C:33]2[C:41]3[C:36](=[CH:37][CH:38]=[C:39]([CH3:42])[CH:40]=3)[NH:35][C:34]=2[C:43]([O:45][CH2:2][CH3:7])=[O:44])=[CH:30][CH:31]=1, predict the reactants needed to synthesize it. The reactants are: Cl[C:2]1C=C(SC2C3C(=CC(C)=CC=3)NC=2CCC(N)=O)C=C(Cl)[CH:7]=1.[Cl:25][C:26]1[CH:31]=[CH:30][C:29]([S:32][C:33]2[C:41]3[C:36](=[CH:37][CH:38]=[C:39]([CH3:42])[CH:40]=3)[NH:35][C:34]=2[C:43]([OH:45])=[O:44])=[CH:28][CH:27]=1.C(Cl)(=O)C(Cl)=O.CCO. (7) Given the product [Cl:27][C:28]1[CH:29]=[C:30]([CH:35]=[CH:36][C:37]=1[N:38]1[CH2:39][CH2:40][N:41]([CH2:2][C:3]2[CH:12]=[N:11][C:10]3[N:9]4[CH2:13][CH2:14][S:15][CH2:16][C@H:8]4[C:7](=[O:17])[NH:6][C:5]=3[CH:4]=2)[CH2:42][CH2:43]1)[C:31]([NH:33][CH3:34])=[O:32], predict the reactants needed to synthesize it. The reactants are: O[CH2:2][C:3]1[CH:12]=[N:11][C:10]2[N:9]3[CH2:13][CH2:14][S:15][CH2:16][C@H:8]3[C:7](=[O:17])[NH:6][C:5]=2[CH:4]=1.[I-].C(C[P+](C)(C)C)#N.Cl.[Cl:27][C:28]1[CH:29]=[C:30]([CH:35]=[CH:36][C:37]=1[N:38]1[CH2:43][CH2:42][NH:41][CH2:40][CH2:39]1)[C:31]([NH:33][CH3:34])=[O:32].CCN(C(C)C)C(C)C.